This data is from Forward reaction prediction with 1.9M reactions from USPTO patents (1976-2016). The task is: Predict the product of the given reaction. (1) Given the reactants CN(C(ON1N=NC2C=CC=NC1=2)=[N+](C)C)C.F[P-](F)(F)(F)(F)F.[CH3:25][O:26][C:27]1[CH:32]=[CH:31][C:30]([C:33]2[CH:38]=[CH:37][C:36]([C:39]([OH:41])=O)=[C:35]([N+:42]([O-:44])=[O:43])[CH:34]=2)=[CH:29][CH:28]=1.[NH2:45][C:46]([CH2:57][CH3:58])([CH2:51][CH2:52][CH2:53][CH2:54][CH2:55]C)[C:47]([O:49][CH3:50])=[O:48].C(N(C(C)C)CC)(C)C, predict the reaction product. The product is: [N+:42]([C:35]1[CH:34]=[C:33]([C:30]2[CH:29]=[CH:28][C:27]([O:26][CH3:25])=[CH:32][CH:31]=2)[CH:38]=[CH:37][C:36]=1[C:39]([NH:45][C:46]1([C:47]([O:49][CH3:50])=[O:48])[CH2:51][CH2:52][CH2:53][CH2:54][CH2:55][CH2:58][CH2:57]1)=[O:41])([O-:44])=[O:43]. (2) Given the reactants [ClH:1].[F:2][C:3]1[C:12]2[C:7](=[CH:8][CH:9]=[CH:10][CH:11]=2)[C:6]([C@H:13]([NH:15]S(C(C)(C)C)=O)[CH3:14])=[CH:5][CH:4]=1, predict the reaction product. The product is: [ClH:1].[F:2][C:3]1[C:12]2[C:7](=[CH:8][CH:9]=[CH:10][CH:11]=2)[C:6]([C@H:13]([NH2:15])[CH3:14])=[CH:5][CH:4]=1.